From a dataset of Reaction yield outcomes from USPTO patents with 853,638 reactions. Predict the reaction yield, written as a fraction of the theoretical maximum amount of product (1.0 means a 100% yield; for example, 0.34 means a 34% yield). The product is [CH2:1]([O:8][C:9]1[CH:17]=[C:16]([O:18][CH2:19][C:20]2[CH:21]=[CH:22][CH:23]=[CH:24][CH:25]=2)[C:15]([CH:26]([CH3:28])[CH3:27])=[CH:14][C:10]=1[C:11]([NH:31][N:32]1[CH2:37][CH2:36][CH2:35][CH2:34][CH2:33]1)=[O:12])[C:2]1[CH:3]=[CH:4][CH:5]=[CH:6][CH:7]=1. The yield is 0.864. The catalyst is CN(C)C=O. The reactants are [CH2:1]([O:8][C:9]1[CH:17]=[C:16]([O:18][CH2:19][C:20]2[CH:25]=[CH:24][CH:23]=[CH:22][CH:21]=2)[C:15]([CH:26]([CH3:28])[CH3:27])=[CH:14][C:10]=1[C:11](O)=[O:12])[C:2]1[CH:7]=[CH:6][CH:5]=[CH:4][CH:3]=1.ON1[C:34]2[CH:35]=[CH:36][CH:37]=C[C:33]=2[N:32]=[N:31]1.NN1CCCCC1.Cl.C(N=C=NCCCN(C)C)C.C(N(CC)CC)C.